From a dataset of Full USPTO retrosynthesis dataset with 1.9M reactions from patents (1976-2016). Predict the reactants needed to synthesize the given product. Given the product [NH2:1][C:2]1[C:7]([C:8]#[N:9])=[C:6]([C:10]2[CH:19]=[CH:18][C:13]3[O:14][CH2:15][CH2:16][O:17][C:12]=3[CH:11]=2)[C:5]([C:20]#[N:21])=[C:4]([NH:36][CH2:35][C:30]2[CH:31]=[CH:32][CH:33]=[CH:34][N:29]=2)[N:3]=1, predict the reactants needed to synthesize it. The reactants are: [NH2:1][C:2]1[C:7]([C:8]#[N:9])=[C:6]([C:10]2[CH:19]=[CH:18][C:13]3[O:14][CH2:15][CH2:16][O:17][C:12]=3[CH:11]=2)[C:5]([C:20]#[N:21])=[C:4](SC2C=CC=CC=2)[N:3]=1.[N:29]1[CH:34]=[CH:33][CH:32]=[CH:31][C:30]=1[CH2:35][NH2:36].